This data is from Full USPTO retrosynthesis dataset with 1.9M reactions from patents (1976-2016). The task is: Predict the reactants needed to synthesize the given product. (1) Given the product [O:1]1[CH:5]=[CH:4][CH:3]=[C:2]1[C:6]1[CH:7]=[CH:8][C:9]([C:10]([N:12]([CH2:16][C:17]2[C:18]([O:23][CH2:24][CH2:25][CH2:26][CH2:27][CH2:28][C:29]([OH:31])=[O:30])=[N:19][CH:20]=[CH:21][CH:22]=2)[CH:13]([CH3:15])[CH3:14])=[O:11])=[CH:34][CH:35]=1, predict the reactants needed to synthesize it. The reactants are: [O:1]1[CH:5]=[CH:4][CH:3]=[C:2]1[C:6]1[CH:35]=[CH:34][C:9]([C:10]([N:12]([CH2:16][C:17]2[C:18]([O:23][CH2:24][CH2:25][CH2:26][CH2:27][CH2:28][C:29]([O:31]CC)=[O:30])=[N:19][CH:20]=[CH:21][CH:22]=2)[CH:13]([CH3:15])[CH3:14])=[O:11])=[CH:8][CH:7]=1.O.[OH-].[Li+].Cl. (2) Given the product [C:1]([O:4][C:5]1[CH:10]=[C:9]([N+:11]([O-:13])=[O:12])[CH:8]=[CH:7][C:6]=1[CH2:14][N:20]1[C:19](=[O:21])[C:18]2=[CH:22][CH:23]=[CH:24][CH:25]=[C:17]2[C:16]1=[O:26])(=[O:3])[CH3:2], predict the reactants needed to synthesize it. The reactants are: [C:1]([O:4][C:5]1[CH:10]=[C:9]([N+:11]([O-:13])=[O:12])[CH:8]=[CH:7][C:6]=1[CH2:14]Br)(=[O:3])[CH3:2].[C:16]1(=[O:26])[NH:20][C:19](=[O:21])[C:18]2=[CH:22][CH:23]=[CH:24][CH:25]=[C:17]12.[K].C1OCCOCCOCCOCCOCCOC1. (3) Given the product [CH:19]1([CH2:18][O:17][CH2:16][C:2]2[CH:7]=[CH:6][C:5]([C:8]3[CH:13]=[CH:12][CH:11]=[CH:10][CH:9]=3)=[CH:4][CH:3]=2)[CH2:28][CH2:27]1, predict the reactants needed to synthesize it. The reactants are: Cl[C:2]1[CH:7]=[CH:6][C:5]([C:8]2[CH:13]=[CH:12][CH:11]=[CH:10][CH:9]=2)=[CH:4][CH:3]=1.O1[CH2:19][CH2:18][O:17][CH2:16]C1.O.C(=O)([O-])[O-].[Cs+].[Cs+].[CH3:27][CH2:28]CCCCC. (4) Given the product [CH3:1][O:2][C:3](=[O:14])[CH:4]([NH:5][C:23]([CH3:25])=[CH:22][C:20](=[O:21])[C:19]1[CH:26]=[CH:27][C:16]([F:15])=[CH:17][CH:18]=1)[CH2:6][C:7]1[CH:8]=[CH:9][C:10]([OH:13])=[CH:11][CH:12]=1, predict the reactants needed to synthesize it. The reactants are: [CH3:1][O:2][C:3](=[O:14])[C@H:4]([CH2:6][C:7]1[CH:12]=[CH:11][C:10]([OH:13])=[CH:9][CH:8]=1)[NH2:5].[F:15][C:16]1[CH:27]=[CH:26][C:19]([C:20]([CH2:22][C:23]([CH3:25])=O)=[O:21])=[CH:18][CH:17]=1. (5) Given the product [F:24][C:21]1[CH:22]=[CH:23][C:18]([CH:14]([C:5]2[C:4]([N+:1]([O-:3])=[O:2])=[C:13]3[C:8]([CH:9]=[CH:10][CH:11]=[N:12]3)=[CH:7][CH:6]=2)[OH:15])=[CH:19][CH:20]=1, predict the reactants needed to synthesize it. The reactants are: [N+:1]([C:4]1[C:5]([CH:14]=[O:15])=[CH:6][CH:7]=[C:8]2[C:13]=1[N:12]=[CH:11][CH:10]=[CH:9]2)([O-:3])=[O:2].Br[Mg][C:18]1[CH:23]=[CH:22][C:21]([F:24])=[CH:20][CH:19]=1.